From a dataset of Reaction yield outcomes from USPTO patents with 853,638 reactions. Predict the reaction yield, written as a fraction of the theoretical maximum amount of product (1.0 means a 100% yield; for example, 0.34 means a 34% yield). (1) The reactants are [NH2:1][C:2]1[CH:7]=[CH:6][C:5]([C:8]2[S:12][C:11]([N:13]=[C:14]([NH2:16])[NH2:15])=[N:10][C:9]=2[CH3:17])=[CH:4][CH:3]=1.[CH:18]([CH:20]1[CH2:25][CH2:24][N:23]([C:26]([O:28][CH2:29][C:30]2[CH:35]=[CH:34][CH:33]=[CH:32][CH:31]=2)=[O:27])[CH2:22][CH2:21]1)=O.C(O[BH-](OC(=O)C)OC(=O)C)(=O)C.[Na+]. The catalyst is ClCCl. The product is [NH2:16][C:14](=[N:13][C:11]1[S:12][C:8]([C:5]2[CH:6]=[CH:7][C:2]([NH:1][CH2:18][CH:20]3[CH2:25][CH2:24][N:23]([C:26]([O:28][CH2:29][C:30]4[CH:31]=[CH:32][CH:33]=[CH:34][CH:35]=4)=[O:27])[CH2:22][CH2:21]3)=[CH:3][CH:4]=2)=[C:9]([CH3:17])[N:10]=1)[NH2:15]. The yield is 0.940. (2) The reactants are Br[C:2]1[CH:3]=[C:4]([C:8]2[N:9]=[C:10]([CH2:27][CH3:28])[S:11][C:12]=2C2C=CN=C(NC(OC(C)(C)C)=O)C=2)[CH:5]=[CH:6][CH:7]=1.CCCCCC.C([Li])CCC. The catalyst is O1CCCC1. The product is [CH2:27]([C:10]1[S:11][CH:12]=[C:8]([C:4]2[CH:5]=[CH:6][CH:7]=[CH:2][CH:3]=2)[N:9]=1)[CH3:28]. The yield is 0.350.